Dataset: Reaction yield outcomes from USPTO patents with 853,638 reactions. Task: Predict the reaction yield, written as a fraction of the theoretical maximum amount of product (1.0 means a 100% yield; for example, 0.34 means a 34% yield). (1) The reactants are [C:1]([C:4]1[CH:5]=[C:6]([C:10]([C:12]2[N:20]3[C:15]([CH:16]=[C:17]([CH:21]([CH3:23])[CH3:22])[CH:18]=[CH:19]3)=[C:14]([C:24](=[O:29])[C:25]([CH3:28])([CH3:27])[CH3:26])[C:13]=2[CH2:30][C:31]([CH3:37])([CH3:36])[C:32]([O:34]C)=[O:33])=[O:11])[CH:7]=[CH:8][CH:9]=1)(=[O:3])[NH2:2].Cl. The catalyst is CO.[OH-].[Na+]. The product is [C:1]([C:4]1[CH:5]=[C:6]([C:10]([C:12]2[N:20]3[C:15]([CH:16]=[C:17]([CH:21]([CH3:22])[CH3:23])[CH:18]=[CH:19]3)=[C:14]([C:24](=[O:29])[C:25]([CH3:26])([CH3:27])[CH3:28])[C:13]=2[CH2:30][C:31]([CH3:37])([CH3:36])[C:32]([OH:34])=[O:33])=[O:11])[CH:7]=[CH:8][CH:9]=1)(=[O:3])[NH2:2]. The yield is 0.190. (2) The reactants are [OH:1][C:2]1[CH:7]=[CH:6][C:5]([C:8]2[N:13]=[C:12]([C:14]([NH2:16])=[O:15])[C:11]([CH3:17])=[N:10][C:9]=2[CH3:18])=[CH:4][CH:3]=1.[F:19][C:20]([F:39])([F:38])[S:21](N(C1C=CC=CC=1)[S:21]([C:20]([F:39])([F:38])[F:19])(=[O:23])=[O:22])(=[O:23])=[O:22].C(=O)([O-])[O-].[K+].[K+]. The catalyst is C1COCC1. The product is [F:19][C:20]([F:39])([F:38])[S:21]([O:1][C:2]1[CH:3]=[CH:4][C:5]([C:8]2[C:9]([CH3:18])=[N:10][C:11]([CH3:17])=[C:12]([C:14](=[O:15])[NH2:16])[N:13]=2)=[CH:6][CH:7]=1)(=[O:23])=[O:22]. The yield is 1.02. (3) The reactants are F[C:2]1[CH:9]=[CH:8][C:5]([CH:6]=[O:7])=[CH:4][CH:3]=1.[CH3:10][CH:11]1[CH2:16][NH:15][CH2:14][CH:13]([CH3:17])[N:12]1[C:18](=[O:20])[CH3:19].C(=O)([O-])[O-].[K+].[K+]. The catalyst is CN(C=O)C. The product is [C:18]([N:12]1[CH:11]([CH3:10])[CH2:16][N:15]([C:2]2[CH:9]=[CH:8][C:5]([CH:6]=[O:7])=[CH:4][CH:3]=2)[CH2:14][CH:13]1[CH3:17])(=[O:20])[CH3:19]. The yield is 0.462.